The task is: Predict the reaction yield, written as a fraction of the theoretical maximum amount of product (1.0 means a 100% yield; for example, 0.34 means a 34% yield).. This data is from Reaction yield outcomes from USPTO patents with 853,638 reactions. (1) The reactants are [CH3:1][C:2]1[CH:7]=[CH:6][CH:5]=[C:4]([C:8]([NH:10][NH2:11])=[O:9])[CH:3]=1.[N-:12]=[C:13]=[S:14].[Br:15][C:16]1[CH:21]=[CH:20][CH:19]=[CH:18][C:17]=1[Cl:22]. No catalyst specified. The product is [Br:15][C:16]1[CH:21]=[CH:20][C:19]([NH:12][C:13]([NH:11][NH:10][C:8]([C:4]2[CH:5]=[CH:6][CH:7]=[C:2]([CH3:1])[CH:3]=2)=[O:9])=[S:14])=[CH:18][C:17]=1[Cl:22]. The yield is 0.930. (2) The reactants are [F:1][C:2]1[CH:3]=[CH:4][C:5]2[C:14]([OH:15])=[CH:13][C:12]3[CH:11]=[N:10][N:9]=[C:8]([O:16][CH3:17])[C:7]=3[C:6]=2[CH:18]=1.[N:19](OC(C)(C)C)=[O:20].Cl.O1CCOCC1.C([O-])(O)=O.[Na+]. The catalyst is CN(C=O)C. The product is [F:1][C:2]1[CH:3]=[CH:4][C:5]2[C:14](=[O:15])[C:13](=[N:19][OH:20])[C:12]3[CH:11]=[N:10][N:9]=[C:8]([O:16][CH3:17])[C:7]=3[C:6]=2[CH:18]=1. The yield is 0.620.